From a dataset of Reaction yield outcomes from USPTO patents with 853,638 reactions. Predict the reaction yield, written as a fraction of the theoretical maximum amount of product (1.0 means a 100% yield; for example, 0.34 means a 34% yield). (1) The reactants are [C:1]([C:3]1[CH:4]=[C:5]([CH:10]=[C:11]([C:13]#[N:14])[CH:12]=1)[C:6]([O:8]C)=[O:7])#[N:2].[Li+].[OH-]. The catalyst is C1COCC1.O. The product is [C:13]([C:11]1[CH:10]=[C:5]([CH:4]=[C:3]([C:1]#[N:2])[CH:12]=1)[C:6]([OH:8])=[O:7])#[N:14]. The yield is 0.280. (2) The reactants are [C:1]([C:5]1[O:9][C:8]([CH2:10][Cl:11])=[N:7][CH:6]=1)([CH3:4])([CH3:3])[CH3:2].[NH2:12][C:13]([NH2:15])=[S:14]. The catalyst is C(O)C. The product is [ClH:11].[C:1]([C:5]1[O:9][C:8]([CH2:10][S:14][C:13]([NH2:15])=[NH2+:12])=[N:7][CH:6]=1)([CH3:4])([CH3:3])[CH3:2]. The yield is 0.930. (3) The yield is 0.790. The product is [C:18]1([CH:2]2[C:3](=[O:7])[CH2:4][CH2:5][CH2:6][C:1]2=[O:8])[CH:23]=[CH:22][CH:21]=[CH:20][CH:19]=1. The reactants are [C:1]1(=[O:8])[CH2:6][CH2:5][CH2:4][C:3](=[O:7])[CH2:2]1.[O-]P([O-])([O-])=O.[K+].[K+].[K+].Br[C:18]1[CH:23]=[CH:22][CH:21]=[CH:20][CH:19]=1. The catalyst is C([O-])(=O)C.[Pd+2].C([O-])(=O)C.C(P(C(C)(C)C)C1C=CC=CC=1C1C=CC=CC=1)(C)(C)C.O1CCOCC1. (4) The reactants are [O:1]1[CH2:6][CH2:5][CH2:4][CH2:3][CH:2]1[O:7][C:8]1[CH:9]=[C:10]([CH:14]=[C:15]([O:17][CH:18]2[CH2:23][CH2:22][CH2:21][CH2:20][O:19]2)[CH:16]=1)[C:11]([OH:13])=[O:12].C1(N=C=NC2CCCCC2)CCCCC1.O[N:40]1[C:44](=[O:45])[CH2:43][CH2:42][C:41]1=[O:46].CCOCC. The catalyst is O1CCCC1. The product is [O:1]1[CH2:6][CH2:5][CH2:4][CH2:3][CH:2]1[O:7][C:8]1[CH:9]=[C:10]([CH:14]=[C:15]([O:17][CH:18]2[CH2:23][CH2:22][CH2:21][CH2:20][O:19]2)[CH:16]=1)[C:11]([O:13][N:40]1[C:44](=[O:45])[CH2:43][CH2:42][C:41]1=[O:46])=[O:12]. The yield is 0.900. (5) The reactants are [F:1][C:2]1[C:10]2[CH:9]([CH2:11][C:12]([O:14]CC)=[O:13])[O:8][B:7]([OH:17])[C:6]=2[CH:5]=[C:4]([O:18][CH3:19])[CH:3]=1.[OH-].[Li+].Cl. The catalyst is C1COCC1.O. The product is [F:1][C:2]1[C:10]2[CH:9]([CH2:11][C:12]([OH:14])=[O:13])[O:8][B:7]([OH:17])[C:6]=2[CH:5]=[C:4]([O:18][CH3:19])[CH:3]=1. The yield is 0.360. (6) The reactants are [C:1]([O:7][CH2:8][C:9]1[CH:14]=[CH:13][CH:12]=[CH:11][CH:10]=1)(=[O:6])[CH2:2][C:3]([CH3:5])=O.[NH2:15][CH3:16].C(O)(=O)C.[O-]S([O-])(=O)=O.[Mg+2]. The catalyst is CO.CCOC(C)=O. The product is [CH3:16][NH:15][C:3]([CH3:5])=[CH:2][C:1]([O:7][CH2:8][C:9]1[CH:14]=[CH:13][CH:12]=[CH:11][CH:10]=1)=[O:6]. The yield is 1.00.